This data is from Forward reaction prediction with 1.9M reactions from USPTO patents (1976-2016). The task is: Predict the product of the given reaction. (1) Given the reactants O1CCCCC1[N:7]1[CH:11]=[C:10]([C:12]2[CH:13]=[C:14]3[C:18](=[CH:19][CH:20]=2)[N:17]([CH2:21][CH:22]2[CH2:27][CH2:26][N:25]([C:28]([O:30][CH2:31][C:32]4[CH:37]=[CH:36][CH:35]=[CH:34][CH:33]=4)=[O:29])[CH2:24][CH2:23]2)[CH:16]=[CH:15]3)[CH:9]=[N:8]1.[BH3-]C#N.[Na+].Cl, predict the reaction product. The product is: [NH:7]1[CH:11]=[C:10]([C:12]2[CH:13]=[C:14]3[C:18](=[CH:19][CH:20]=2)[N:17]([CH2:21][CH:22]2[CH2:23][CH2:24][N:25]([C:28]([O:30][CH2:31][C:32]4[CH:33]=[CH:34][CH:35]=[CH:36][CH:37]=4)=[O:29])[CH2:26][CH2:27]2)[CH2:16][CH2:15]3)[CH:9]=[N:8]1. (2) Given the reactants [C:1]([O:5][C:6]([N:8]1[CH2:13][CH2:12][CH:11](O)[CH2:10][CH2:9]1)=[O:7])([CH3:4])([CH3:3])[CH3:2].[SH:15][C:16]1[S:17][CH:18]=[CH:19][N:20]=1, predict the reaction product. The product is: [C:1]([O:5][C:6]([N:8]1[CH2:13][CH2:12][CH:11]([S:15][C:16]2[S:17][CH:18]=[CH:19][N:20]=2)[CH2:10][CH2:9]1)=[O:7])([CH3:4])([CH3:3])[CH3:2]. (3) Given the reactants [H-].[Na+].NC1C(C2(OC)C=CC=[C:12]([C:16]([C:18]3C[C:20]([O:31]C)([C:24]4[C:25]([NH2:30])=[N:26][CH:27]=[CH:28][CH:29]=4)[CH:21]=[CH:22][CH:23]=3)=[O:17])C2)=CC=CN=1.[CH2:35](I)[CH2:36][CH2:37][CH3:38].O.O1CCC[CH2:42]1, predict the reaction product. The product is: [CH2:35]([NH:30][C:25]1[C:24]([C:20](=[O:31])[C:21]2[CH:22]=[CH:23][CH:18]=[C:16]([O:17][CH3:42])[CH:12]=2)=[CH:29][CH:28]=[CH:27][N:26]=1)[CH2:36][CH2:37][CH3:38].